Dataset: Full USPTO retrosynthesis dataset with 1.9M reactions from patents (1976-2016). Task: Predict the reactants needed to synthesize the given product. (1) Given the product [F:28][C:27]([F:30])([F:29])[S:24]([O:7][C:3]1[C:2]([CH3:8])([CH3:1])[CH2:6][CH2:5][CH:4]=1)(=[O:26])=[O:25], predict the reactants needed to synthesize it. The reactants are: [CH3:1][C:2]1([CH3:8])[CH2:6][CH2:5][CH2:4][C:3]1=[O:7].[Li+].CC([N-]C(C)C)C.C1C=CC(N[S:24]([C:27]([F:30])([F:29])[F:28])(=[O:26])=[O:25])=CC=1. (2) Given the product [CH3:1][N:2]1[C@@H:11]2[CH2:12][C:13]3[CH:18]=[CH:17][C:16]([OH:19])=[CH:15][C:14]=3[C@@:5]3([C@H:10]2[CH2:9][CH2:8][CH2:7][CH2:6]3)[CH2:4][CH2:3]1, predict the reactants needed to synthesize it. The reactants are: [CH3:1][N:2]1[C@@H:11]2[CH2:12][C:13]3[CH:18]=[CH:17][C:16]([OH:19])=[CH:15][C:14]=3[C@@:5]3([C@H:10]2[CH2:9][CH2:8][CH2:7][CH2:6]3)[CH2:4][CH2:3]1.C(O)(C(O)=O)C(O)C(O)=O.OC1O[C@H](CO)[C@@H](O[C@@H]2O[C@H](CO)[C@H](O)[C@H](O)[C@H]2O)[C@H](O)[C@H]1O.